From a dataset of Full USPTO retrosynthesis dataset with 1.9M reactions from patents (1976-2016). Predict the reactants needed to synthesize the given product. (1) The reactants are: [CH3:1][NH:2][CH:3]1[CH2:8][CH2:7][CH2:6][CH2:5][CH2:4]1.Cl[CH2:10][CH2:11][S:12](Cl)(=[O:14])=[O:13]. Given the product [CH:3]1([N:2]([CH3:1])[S:12]([CH:11]=[CH2:10])(=[O:14])=[O:13])[CH2:8][CH2:7][CH2:6][CH2:5][CH2:4]1, predict the reactants needed to synthesize it. (2) Given the product [Cl:1][C:2]1[CH:3]=[CH:4][CH:5]=[C:6]2[C:11]=1[N:10]=[N:9][C:8]([C:12]1[CH:13]=[CH:14][CH:15]=[CH:16][CH:17]=1)=[C:7]2[C:18]1[CH:19]=[C:20]([NH:24][CH2:35][C:27]2[N:26]([CH3:25])[C:34]3[C:29]([CH:28]=2)=[CH:30][CH:31]=[CH:32][CH:33]=3)[CH:21]=[CH:22][CH:23]=1, predict the reactants needed to synthesize it. The reactants are: [Cl:1][C:2]1[CH:3]=[CH:4][CH:5]=[C:6]2[C:11]=1[N:10]=[N:9][C:8]([C:12]1[CH:17]=[CH:16][CH:15]=[CH:14][CH:13]=1)=[C:7]2[C:18]1[CH:19]=[C:20]([NH2:24])[CH:21]=[CH:22][CH:23]=1.[CH3:25][N:26]1[C:34]2[C:29](=[CH:30][CH:31]=[CH:32][CH:33]=2)[CH:28]=[C:27]1[CH:35]=O. (3) Given the product [Cl:12][C:11]1[C:10]2[C:5](=[CH:6][CH:7]=[CH:8][CH:9]=2)[N:4]=[CH:3][C:2]=1[NH:1][C:15](=[O:16])[C:14]([CH3:19])([CH3:18])[CH3:13], predict the reactants needed to synthesize it. The reactants are: [NH2:1][C:2]1[CH:3]=[N:4][C:5]2[C:10]([C:11]=1[Cl:12])=[CH:9][CH:8]=[CH:7][CH:6]=2.[CH3:13][C:14]([CH3:19])([CH3:18])[C:15](Cl)=[O:16].ClC(Cl)C.